Dataset: NCI-60 drug combinations with 297,098 pairs across 59 cell lines. Task: Regression. Given two drug SMILES strings and cell line genomic features, predict the synergy score measuring deviation from expected non-interaction effect. (1) Drug 1: CC1C(C(CC(O1)OC2CC(OC(C2O)C)OC3=CC4=CC5=C(C(=O)C(C(C5)C(C(=O)C(C(C)O)O)OC)OC6CC(C(C(O6)C)O)OC7CC(C(C(O7)C)O)OC8CC(C(C(O8)C)O)(C)O)C(=C4C(=C3C)O)O)O)O. Drug 2: B(C(CC(C)C)NC(=O)C(CC1=CC=CC=C1)NC(=O)C2=NC=CN=C2)(O)O. Cell line: PC-3. Synergy scores: CSS=60.7, Synergy_ZIP=2.88, Synergy_Bliss=1.78, Synergy_Loewe=-2.90, Synergy_HSA=2.56. (2) Drug 1: CC1=C(C(=O)C2=C(C1=O)N3CC4C(C3(C2COC(=O)N)OC)N4)N. Drug 2: CC1C(C(CC(O1)OC2CC(CC3=C2C(=C4C(=C3O)C(=O)C5=C(C4=O)C(=CC=C5)OC)O)(C(=O)CO)O)N)O.Cl. Cell line: SF-295. Synergy scores: CSS=46.4, Synergy_ZIP=-2.38, Synergy_Bliss=-2.48, Synergy_Loewe=-3.56, Synergy_HSA=2.31. (3) Drug 1: CN1C2=C(C=C(C=C2)N(CCCl)CCCl)N=C1CCCC(=O)O.Cl. Drug 2: CCC1(C2=C(COC1=O)C(=O)N3CC4=CC5=C(C=CC(=C5CN(C)C)O)N=C4C3=C2)O.Cl. Cell line: SN12C. Synergy scores: CSS=39.9, Synergy_ZIP=0.128, Synergy_Bliss=2.21, Synergy_Loewe=-36.3, Synergy_HSA=2.40.